Task: Predict the reactants needed to synthesize the given product.. Dataset: Full USPTO retrosynthesis dataset with 1.9M reactions from patents (1976-2016) (1) Given the product [C:15]1(=[O:16])[C:7]2=[CH:8][C:9]3[CH2:10][CH2:11][CH2:12][CH2:13][C:14]=3[N:6]2[CH:5]=[CH:4][NH:17]1, predict the reactants needed to synthesize it. The reactants are: C(O[CH:4](OCC)[CH2:5][N:6]1[C:14]2[CH2:13][CH2:12][CH2:11][CH2:10][C:9]=2[CH:8]=[C:7]1[C:15]([NH2:17])=[O:16])C.C(=O)([O-])[O-].[Na+].[Na+]. (2) Given the product [CH3:24][C:14]1[CH:19]=[CH:18][C:17]([S:20]([O:12][CH2:11][CH:8]2[CH2:7][C:6]3[CH:5]=[C:4]([CH3:13])[CH:3]=[C:2]([Br:1])[C:10]=3[O:9]2)(=[O:22])=[O:21])=[CH:16][CH:15]=1, predict the reactants needed to synthesize it. The reactants are: [Br:1][C:2]1[C:10]2[O:9][CH:8]([CH2:11][OH:12])[CH2:7][C:6]=2[CH:5]=[C:4]([CH3:13])[CH:3]=1.[C:14]1([CH3:24])[CH:19]=[CH:18][C:17]([S:20](Cl)(=[O:22])=[O:21])=[CH:16][CH:15]=1.CC1C=CC(S(OCC2CC3C(C(F)(F)F)=CC=C(Cl)C=3O2)(=O)=O)=CC=1. (3) Given the product [CH3:1][O:2][C:3]1[CH:4]=[C:5]2[C:10](=[CH:11][C:12]=1[O:13][CH3:14])[N:9]=[CH:8][CH:7]=[C:6]2[S:15][C:16]1[S:17][C:18]([NH:21][C:29]([NH:28][C:22]2[CH:27]=[CH:26][CH:25]=[CH:24][CH:23]=2)=[O:30])=[CH:19][N:20]=1, predict the reactants needed to synthesize it. The reactants are: [CH3:1][O:2][C:3]1[CH:4]=[C:5]2[C:10](=[CH:11][C:12]=1[O:13][CH3:14])[N:9]=[CH:8][CH:7]=[C:6]2[S:15][C:16]1[S:17][C:18]([NH2:21])=[CH:19][N:20]=1.[C:22]1([N:28]=[C:29]=[O:30])[CH:27]=[CH:26][CH:25]=[CH:24][CH:23]=1.C(OCC)(=O)C.O. (4) Given the product [CH3:1][CH:2]([O:6][C:7]1[CH:8]=[C:9]([NH:13][CH2:24][C:16]2[CH:15]=[N:14][C:23]3[C:18]([CH:17]=2)=[CH:19][CH:20]=[CH:21][CH:22]=3)[CH:10]=[CH:11][CH:12]=1)[CH2:3][CH2:4][CH3:5], predict the reactants needed to synthesize it. The reactants are: [CH3:1][CH:2]([O:6][C:7]1[CH:8]=[C:9]([NH2:13])[CH:10]=[CH:11][CH:12]=1)[CH2:3][CH2:4][CH3:5].[N:14]1[C:23]2[C:18](=[CH:19][CH:20]=[CH:21][CH:22]=2)[CH:17]=[C:16]([CH:24]=O)[CH:15]=1.[BH4-].[Na+]. (5) The reactants are: [NH:1](C(OCC1C2C(=CC=CC=2)C2C1=CC=CC=2)=O)[C@H:2]([C:12]([OH:14])=[O:13])[CH2:3][CH2:4][C:5](=[O:11])[O:6]C(C)(C)C.[NH2:32][C:33]1[CH:34]=[C:35]([OH:42])[C:36](=[CH:40][CH:41]=1)[C:37]([OH:39])=O.CN(C(ON1N=NC2C=CC=CC1=2)=[N+](C)C)C.[B-](F)(F)(F)F.C1C=CC2N(O)N=NC=2C=1.CCN(C(C)C)C(C)C. Given the product [NH2:32][C:33]1[CH:41]=[CH:40][C:36]([C:37]([NH:1][C@H:2]([C:12]([OH:14])=[O:13])[CH2:3][CH2:4][C:5]([OH:11])=[O:6])=[O:39])=[C:35]([OH:42])[CH:34]=1, predict the reactants needed to synthesize it.